This data is from Reaction yield outcomes from USPTO patents with 853,638 reactions. The task is: Predict the reaction yield, written as a fraction of the theoretical maximum amount of product (1.0 means a 100% yield; for example, 0.34 means a 34% yield). (1) The reactants are [C:1]([C:4]1[CH:9]=[CH:8][C:7]([NH:10][C:11](=[O:26])[C:12]2[CH:17]=[CH:16][C:15]([O:18][CH2:19][C:20]3[CH:25]=[CH:24][CH:23]=[CH:22][N:21]=3)=[CH:14][CH:13]=2)=[C:6]([CH3:27])[CH:5]=1)(=[O:3])N.[CH3:28][OH:29]. No catalyst specified. The product is [CH3:27][C:6]1[CH:5]=[C:4]([CH:9]=[CH:8][C:7]=1[NH:10][C:11](=[O:26])[C:12]1[CH:13]=[CH:14][C:15]([O:18][CH2:19][C:20]2[CH:25]=[CH:24][CH:23]=[CH:22][N:21]=2)=[CH:16][CH:17]=1)[C:1]([O:29][CH3:28])=[O:3]. The yield is 0.930. (2) The reactants are [CH2:1]([O:3][CH:4]([O:8][CH2:9][CH3:10])[C@@H:5]([NH2:7])[CH3:6])[CH3:2].[CH:11](=O)[C:12]1[CH:17]=[CH:16][CH:15]=[CH:14][CH:13]=1.C(O[BH-](OC(=O)C)OC(=O)C)(=O)C.[Na+]. The catalyst is O1CCCC1.C(OCC)(=O)C. The product is [CH2:11]([NH:7][C@@H:5]([CH3:6])[CH:4]([O:8][CH2:9][CH3:10])[O:3][CH2:1][CH3:2])[C:12]1[CH:17]=[CH:16][CH:15]=[CH:14][CH:13]=1. The yield is 0.980. (3) The yield is 0.740. The catalyst is C(O)C.CO. The product is [CH3:24][O:23][C:21]1[CH:20]=[C:18]([NH:19][CH2:9][C:8]2[C:3]([NH:2][CH3:1])=[C:4]3[S:13][CH:12]=[CH:11][C:5]3=[N:6][CH:7]=2)[CH:17]=[C:16]([O:15][CH3:14])[CH:22]=1. The reactants are [CH3:1][NH:2][C:3]1[C:8]([CH:9]=O)=[CH:7][N:6]=[C:5]2[CH:11]=[CH:12][S:13][C:4]=12.[CH3:14][O:15][C:16]1[CH:17]=[C:18]([CH:20]=[C:21]([O:23][CH3:24])[CH:22]=1)[NH2:19].C(O)(=O)C.C([BH3-])#N.[Na+]. (4) The reactants are [CH2:1]([C:3]1[N:4]=[C:5]([CH2:27][CH2:28][CH3:29])[N:6]([CH2:12][C:13]2[CH:18]=[CH:17][C:16]([C:19]3[C:20]([C:25]#[N:26])=[CH:21][CH:22]=[CH:23][CH:24]=3)=[CH:15][CH:14]=2)[C:7](=[O:11])[C:8]=1[CH:9]=C)[CH3:2].I([O-])(=O)(=O)=[O:31].[Na+].C(#N)C.O. The catalyst is CC(C)=O.[Os](=O)(=O)(=O)=O. The product is [CH2:1]([C:3]1[N:4]=[C:5]([CH2:27][CH2:28][CH3:29])[N:6]([CH2:12][C:13]2[CH:14]=[CH:15][C:16]([C:19]3[C:20]([C:25]#[N:26])=[CH:21][CH:22]=[CH:23][CH:24]=3)=[CH:17][CH:18]=2)[C:7](=[O:11])[C:8]=1[CH:9]=[O:31])[CH3:2]. The yield is 0.640. (5) The reactants are [Cl:1][C:2]1[CH:7]=[CH:6][C:5]([NH:8][C:9](=[O:19])[C:10]2[CH:15]=[CH:14][C:13]([C:16]#[N:17])=[CH:12][C:11]=2[F:18])=[C:4]([N:20]2[CH2:25][CH2:24][N:23]([CH2:26][CH2:27][C:28]([F:31])([F:30])[F:29])[CH2:22][CH2:21]2)[CH:3]=1.[BH4-].[Na+]. The catalyst is CO.O.O.O.O.O.O.[Co](Cl)Cl. The product is [NH2:17][CH2:16][C:13]1[CH:14]=[CH:15][C:10]([C:9]([NH:8][C:5]2[CH:6]=[CH:7][C:2]([Cl:1])=[CH:3][C:4]=2[N:20]2[CH2:21][CH2:22][N:23]([CH2:26][CH2:27][C:28]([F:29])([F:31])[F:30])[CH2:24][CH2:25]2)=[O:19])=[C:11]([F:18])[CH:12]=1. The yield is 0.555. (6) The reactants are [CH:1]([N:4]1[CH:8]=[CH:7][C:6]([C:9]([OH:11])=[O:10])=[N:5]1)([CH3:3])[CH3:2].S(=O)(=O)(O)O.[CH3:17]O. The product is [CH:1]([N:4]1[CH:8]=[CH:7][C:6]([C:9]([O:11][CH3:17])=[O:10])=[N:5]1)([CH3:3])[CH3:2]. The yield is 0.760. No catalyst specified.